This data is from Catalyst prediction with 721,799 reactions and 888 catalyst types from USPTO. The task is: Predict which catalyst facilitates the given reaction. Reactant: C(OC([NH:11][C@H:12]1[CH2:17][CH2:16][N:15]([C:18]2[O:19][C:20]([CH3:30])=[C:21]([C:23]([O:25][CH2:26][CH2:27][CH2:28][CH3:29])=[O:24])[N:22]=2)[CH2:14][C@H:13]1[O:31][CH2:32][CH3:33])=O)C1C=CC=CC=1. Product: [NH2:11][C@H:12]1[CH2:17][CH2:16][N:15]([C:18]2[O:19][C:20]([CH3:30])=[C:21]([C:23]([O:25][CH2:26][CH2:27][CH2:28][CH3:29])=[O:24])[N:22]=2)[CH2:14][C@H:13]1[O:31][CH2:32][CH3:33]. The catalyst class is: 43.